This data is from NCI-60 drug combinations with 297,098 pairs across 59 cell lines. The task is: Regression. Given two drug SMILES strings and cell line genomic features, predict the synergy score measuring deviation from expected non-interaction effect. (1) Drug 1: CCC1(CC2CC(C3=C(CCN(C2)C1)C4=CC=CC=C4N3)(C5=C(C=C6C(=C5)C78CCN9C7C(C=CC9)(C(C(C8N6C)(C(=O)OC)O)OC(=O)C)CC)OC)C(=O)OC)O.OS(=O)(=O)O. Drug 2: C#CCC(CC1=CN=C2C(=N1)C(=NC(=N2)N)N)C3=CC=C(C=C3)C(=O)NC(CCC(=O)O)C(=O)O. Cell line: EKVX. Synergy scores: CSS=-0.882, Synergy_ZIP=-0.973, Synergy_Bliss=-3.80, Synergy_Loewe=-3.25, Synergy_HSA=-3.64. (2) Drug 2: CNC(=O)C1=NC=CC(=C1)OC2=CC=C(C=C2)NC(=O)NC3=CC(=C(C=C3)Cl)C(F)(F)F. Drug 1: CC1=C(C(CCC1)(C)C)C=CC(=CC=CC(=CC(=O)O)C)C. Synergy scores: CSS=-1.25, Synergy_ZIP=10.1, Synergy_Bliss=8.53, Synergy_Loewe=6.21, Synergy_HSA=6.67. Cell line: NCI-H226. (3) Synergy scores: CSS=49.7, Synergy_ZIP=2.32, Synergy_Bliss=1.23, Synergy_Loewe=-17.6, Synergy_HSA=3.20. Drug 2: C1CC(C1)(C(=O)O)C(=O)O.[NH2-].[NH2-].[Pt+2]. Drug 1: C1C(C(OC1N2C=NC3=C(N=C(N=C32)Cl)N)CO)O. Cell line: OVCAR-8. (4) Drug 1: C1=NC2=C(N=C(N=C2N1C3C(C(C(O3)CO)O)F)Cl)N. Drug 2: CN(C(=O)NC(C=O)C(C(C(CO)O)O)O)N=O. Cell line: NCI-H460. Synergy scores: CSS=-1.20, Synergy_ZIP=0.266, Synergy_Bliss=-1.53, Synergy_Loewe=-0.559, Synergy_HSA=-3.20. (5) Drug 1: C1CN1P(=S)(N2CC2)N3CC3. Drug 2: COC1=C2C(=CC3=C1OC=C3)C=CC(=O)O2. Cell line: SW-620. Synergy scores: CSS=14.8, Synergy_ZIP=-1.76, Synergy_Bliss=0.120, Synergy_Loewe=-7.70, Synergy_HSA=-2.00.